Regression. Given a peptide amino acid sequence and an MHC pseudo amino acid sequence, predict their binding affinity value. This is MHC class II binding data. From a dataset of Peptide-MHC class II binding affinity with 134,281 pairs from IEDB. The peptide sequence is GNQNFLTVFDSTSCN. The MHC is HLA-DPA10103-DPB10401 with pseudo-sequence HLA-DPA10103-DPB10401. The binding affinity (normalized) is 0.504.